Dataset: Reaction yield outcomes from USPTO patents with 853,638 reactions. Task: Predict the reaction yield, written as a fraction of the theoretical maximum amount of product (1.0 means a 100% yield; for example, 0.34 means a 34% yield). (1) The reactants are [C:1]([C:3]1[CH:4]=[C:5]2[C:9](=[CH:10][CH:11]=1)[NH:8][C:7](=[O:12])[C:6]2([NH:22][C:23]([N:25]1[CH2:30][CH2:29][N:28]([CH:31]2[CH2:36][CH2:35][N:34]([CH3:37])[CH2:33][CH2:32]2)[CH2:27][CH2:26]1)=[O:24])[C:13]1[C:14]([O:19][CH2:20][CH3:21])=[N:15][CH:16]=[CH:17][CH:18]=1)#[N:2].[H-].[Na+].N1C2C(=CC=CC=2)CC1=O.[CH3:50][O:51][C:52]1[CH:57]=[CH:56][C:55]([S:58](Cl)(=[O:60])=[O:59])=[CH:54][CH:53]=1.C(=O)(O)[O-].[Na+]. The catalyst is CN(C)C=O.C(OCC)(=O)C.ClCCl.CO. The product is [C:1]([C:3]1[CH:4]=[C:5]2[C:9](=[CH:10][CH:11]=1)[N:8]([S:58]([C:55]1[CH:54]=[CH:53][C:52]([O:51][CH3:50])=[CH:57][CH:56]=1)(=[O:60])=[O:59])[C:7](=[O:12])[C:6]2([NH:22][C:23]([N:25]1[CH2:26][CH2:27][N:28]([CH:31]2[CH2:32][CH2:33][N:34]([CH3:37])[CH2:35][CH2:36]2)[CH2:29][CH2:30]1)=[O:24])[C:13]1[C:14]([O:19][CH2:20][CH3:21])=[N:15][CH:16]=[CH:17][CH:18]=1)#[N:2]. The yield is 0.230. (2) The reactants are C([O:3][C:4]([C:6]1([CH:19]([C:22]2[CH:27]=[CH:26][CH:25]=[CH:24][CH:23]=2)[CH2:20][NH2:21])[CH2:11][CH2:10][N:9]([CH2:12][C:13]2[CH:18]=[CH:17][CH:16]=[CH:15][CH:14]=2)[CH2:8][CH2:7]1)=O)C. The catalyst is C1(C)C=CC=CC=1. The product is [CH2:12]([N:9]1[CH2:10][CH2:11][C:6]2([C:4](=[O:3])[NH:21][CH2:20][CH:19]2[C:22]2[CH:23]=[CH:24][CH:25]=[CH:26][CH:27]=2)[CH2:7][CH2:8]1)[C:13]1[CH:14]=[CH:15][CH:16]=[CH:17][CH:18]=1. The yield is 0.580.